Dataset: Full USPTO retrosynthesis dataset with 1.9M reactions from patents (1976-2016). Task: Predict the reactants needed to synthesize the given product. Given the product [Cl:17][C:2]1[CH:11]=[C:10]([C:12]([OH:14])=[O:13])[C:9]2[C:4](=[CH:5][CH:6]=[CH:7][CH:8]=2)[N:3]=1, predict the reactants needed to synthesize it. The reactants are: O[C:2]1[CH:11]=[C:10]([C:12]([OH:14])=[O:13])[C:9]2[C:4](=[CH:5][CH:6]=[CH:7][CH:8]=2)[N:3]=1.O=P(Cl)(Cl)[Cl:17].